This data is from Reaction yield outcomes from USPTO patents with 853,638 reactions. The task is: Predict the reaction yield, written as a fraction of the theoretical maximum amount of product (1.0 means a 100% yield; for example, 0.34 means a 34% yield). The reactants are Br[C:2]1[CH:7]=[CH:6][C:5]([N+:8]([O-:10])=[O:9])=[CH:4][N:3]=1.[NH:11]1[CH2:16][CH2:15][O:14][CH2:13][CH2:12]1. The catalyst is ClCCl. The product is [N+:8]([C:5]1[CH:6]=[CH:7][C:2]([N:11]2[CH2:16][CH2:15][O:14][CH2:13][CH2:12]2)=[N:3][CH:4]=1)([O-:10])=[O:9]. The yield is 0.950.